Dataset: Full USPTO retrosynthesis dataset with 1.9M reactions from patents (1976-2016). Task: Predict the reactants needed to synthesize the given product. (1) Given the product [CH3:1][O:2][C:3]1[CH:4]=[C:5]([C:11]([CH3:15])([CH3:14])[C:12]([OH:23])=[O:21])[CH:6]=[C:7]([O:9][CH3:10])[CH:8]=1, predict the reactants needed to synthesize it. The reactants are: [CH3:1][O:2][C:3]1[CH:4]=[C:5]([C:11]([CH3:15])([CH3:14])[C:12]#N)[CH:6]=[C:7]([O:9][CH3:10])[CH:8]=1.C(O)CCC.[OH-:21].[Na+].[OH2:23]. (2) Given the product [NH:3]1[C:11]2[C:6](=[CH:7][C:8]([NH:12][C:13]3[C:22]4[C:17](=[CH:18][C:19]([O:34][CH3:35])=[C:20]([O:23][CH2:24][CH2:25][N:26]5[CH2:30][CH2:29][C@H:28]([N:31]([CH3:33])[CH3:32])[CH2:27]5)[CH:21]=4)[N:16]=[C:15]([C:36]4[CH:37]=[C:38]([NH:42][C:43](=[O:47])[CH2:44][CH2:45][CH3:46])[CH:39]=[CH:40][CH:41]=4)[N:14]=3)=[CH:9][CH:10]=2)[CH:5]=[N:4]1, predict the reactants needed to synthesize it. The reactants are: Cl.Cl.[NH:3]1[C:11]2[C:6](=[CH:7][C:8]([NH:12][C:13]3[C:22]4[C:17](=[CH:18][C:19]([O:34][CH3:35])=[C:20]([O:23][CH2:24][CH2:25][N:26]5[CH2:30][CH2:29][C@H:28]([N:31]([CH3:33])[CH3:32])[CH2:27]5)[CH:21]=4)[N:16]=[C:15]([C:36]4[CH:37]=[C:38]([NH:42][C:43](=[O:47])[CH2:44][CH2:45][CH3:46])[CH:39]=[CH:40][CH:41]=4)[N:14]=3)=[CH:9][CH:10]=2)[CH:5]=[N:4]1.